From a dataset of Full USPTO retrosynthesis dataset with 1.9M reactions from patents (1976-2016). Predict the reactants needed to synthesize the given product. Given the product [Cl:1][C:2]1[C:6]([NH:7][C:14](=[O:16])[CH3:15])=[CH:5][N:4]([C:8]2[CH:9]=[N:10][CH:11]=[CH:12][CH:13]=2)[N:3]=1, predict the reactants needed to synthesize it. The reactants are: [Cl:1][C:2]1[C:6]([NH2:7])=[CH:5][N:4]([C:8]2[CH:9]=[N:10][CH:11]=[CH:12][CH:13]=2)[N:3]=1.[C:14](OCC)(=[O:16])[CH3:15].C(=O)(O)[O-].[Na+].C(OC(=O)C)(=O)C.